Dataset: Catalyst prediction with 721,799 reactions and 888 catalyst types from USPTO. Task: Predict which catalyst facilitates the given reaction. Reactant: [C:1]1([N:7]=[N:8][C:9]2[CH:17]=[CH:16][C:12]([C:13]([OH:15])=[O:14])=[CH:11][CH:10]=2)[CH:6]=[CH:5][CH:4]=[CH:3][CH:2]=1.O[C:19]1[C:24](=[O:25])[CH:23]=[CH:22][O:21][C:20]=1[CH3:26].C1(N=C=NC2CCCCC2)CCCCC1.O.O.C(O)(=O)C(O)=O. Product: [C:1]1([N:7]=[N:8][C:9]2[CH:17]=[CH:16][C:12]([C:13]([O:15][C:19]3[C:24](=[O:25])[CH:23]=[CH:22][O:21][C:20]=3[CH3:26])=[O:14])=[CH:11][CH:10]=2)[CH:2]=[CH:3][CH:4]=[CH:5][CH:6]=1. The catalyst class is: 527.